Dataset: Reaction yield outcomes from USPTO patents with 853,638 reactions. Task: Predict the reaction yield, written as a fraction of the theoretical maximum amount of product (1.0 means a 100% yield; for example, 0.34 means a 34% yield). (1) The reactants are [Cl:1][C:2]1[CH:7]=[CH:6][C:5](B(O)O)=[C:4]([F:11])[CH:3]=1.[NH2:12][C:13]1[CH:18]=[CH:17][C:16](Br)=[CH:15][N:14]=1.C1(C)C=CC=CC=1.C([O-])([O-])=O.[Na+].[Na+]. The catalyst is FC(F)(F)C([O-])=O.[Pd+2].FC(F)(F)C([O-])=O.C1(P(C2C=CC=CC=2)C2C=CC=CC=2)C=CC=CC=1.CCO. The product is [Cl:1][C:2]1[CH:7]=[CH:6][C:5]([C:16]2[CH:17]=[CH:18][C:13]([NH2:12])=[N:14][CH:15]=2)=[C:4]([F:11])[CH:3]=1. The yield is 0.710. (2) The reactants are C(N(CC)CC)C.[B-](F)(F)(F)F.CN(C(ON1C(=O)CCC1=O)=[N+](C)C)C.[CH3:28][O:29][C:30]1[CH:35]=[CH:34][C:33]([C:36]2[CH:41]=[CH:40][N:39]=[C:38]3[NH:42][C:43]([C:45]4[CH:53]=[CH:52][C:48]([C:49](O)=[O:50])=[CH:47][CH:46]=4)=[N:44][C:37]=23)=[CH:32][CH:31]=1.[CH3:54][O:55][CH2:56][CH2:57][N:58]1[CH2:63][CH2:62][NH:61][CH2:60][CH2:59]1. The catalyst is CN(C=O)C. The product is [CH3:54][O:55][CH2:56][CH2:57][N:58]1[CH2:63][CH2:62][N:61]([C:49]([C:48]2[CH:47]=[CH:46][C:45]([C:43]3[NH:42][C:38]4=[N:39][CH:40]=[CH:41][C:36]([C:33]5[CH:32]=[CH:31][C:30]([O:29][CH3:28])=[CH:35][CH:34]=5)=[C:37]4[N:44]=3)=[CH:53][CH:52]=2)=[O:50])[CH2:60][CH2:59]1. The yield is 0.170.